Dataset: Catalyst prediction with 721,799 reactions and 888 catalyst types from USPTO. Task: Predict which catalyst facilitates the given reaction. Reactant: [C:1]([O:5][C:6]([N:8]1[CH2:12][C:11](=[N:13][O:14][CH3:15])[CH2:10][C@H:9]1[C:16]([OH:18])=O)=[O:7])([CH3:4])([CH3:3])[CH3:2].[C:19]1([NH2:26])[C:20]([NH2:25])=[CH:21][CH:22]=[CH:23][CH:24]=1.C(Cl)CCl. Product: [NH2:25][C:20]1[CH:21]=[CH:22][CH:23]=[CH:24][C:19]=1[NH:26][C:16]([C@@H:9]1[CH2:10][C:11](=[N:13][O:14][CH3:15])[CH2:12][N:8]1[C:6]([O:5][C:1]([CH3:2])([CH3:3])[CH3:4])=[O:7])=[O:18]. The catalyst class is: 166.